This data is from Catalyst prediction with 721,799 reactions and 888 catalyst types from USPTO. The task is: Predict which catalyst facilitates the given reaction. (1) Reactant: [NH2:1][CH2:2][CH2:3][N:4]1[C:12]2[C:7](=[CH:8][CH:9]=[C:10]([Cl:13])[CH:11]=2)[C:6]([C:14]([N:16]2[CH2:21][CH2:20][N:19]([C:22]3[CH:27]=[CH:26][CH:25]=[CH:24][C:23]=3[F:28])[CH2:18][CH2:17]2)=[O:15])=[CH:5]1.[S:29](Cl)([CH3:32])(=[O:31])=[O:30].C(N(CC)CC)C. Product: [Cl:13][C:10]1[CH:11]=[C:12]2[C:7]([C:6]([C:14]([N:16]3[CH2:17][CH2:18][N:19]([C:22]4[CH:27]=[CH:26][CH:25]=[CH:24][C:23]=4[F:28])[CH2:20][CH2:21]3)=[O:15])=[CH:5][N:4]2[CH2:3][CH2:2][NH:1][S:29]([CH3:32])(=[O:31])=[O:30])=[CH:8][CH:9]=1. The catalyst class is: 2. (2) Reactant: Br[C:2]1[N:7]=[C:6]([NH:8][C:9](=[O:11])[CH3:10])[CH:5]=[C:4]([CH3:12])[CH:3]=1.[CH:13]([Sn](CCCC)(CCCC)CCCC)=[CH2:14]. Product: [CH3:12][C:4]1[CH:3]=[C:2]([CH:13]=[CH2:14])[N:7]=[C:6]([NH:8][C:9](=[O:11])[CH3:10])[CH:5]=1. The catalyst class is: 12.